Regression. Given two drug SMILES strings and cell line genomic features, predict the synergy score measuring deviation from expected non-interaction effect. From a dataset of NCI-60 drug combinations with 297,098 pairs across 59 cell lines. (1) Drug 1: CC1C(C(CC(O1)OC2CC(CC3=C2C(=C4C(=C3O)C(=O)C5=C(C4=O)C(=CC=C5)OC)O)(C(=O)CO)O)N)O.Cl. Drug 2: CC1C(C(CC(O1)OC2CC(CC3=C2C(=C4C(=C3O)C(=O)C5=C(C4=O)C(=CC=C5)OC)O)(C(=O)C)O)N)O.Cl. Cell line: SW-620. Synergy scores: CSS=35.6, Synergy_ZIP=1.17, Synergy_Bliss=2.16, Synergy_Loewe=-17.1, Synergy_HSA=0.322. (2) Drug 1: CC(C1=C(C=CC(=C1Cl)F)Cl)OC2=C(N=CC(=C2)C3=CN(N=C3)C4CCNCC4)N. Drug 2: C1=CC(=C2C(=C1NCCNCCO)C(=O)C3=C(C=CC(=C3C2=O)O)O)NCCNCCO. Cell line: IGROV1. Synergy scores: CSS=52.3, Synergy_ZIP=6.95, Synergy_Bliss=10.3, Synergy_Loewe=-6.21, Synergy_HSA=11.0. (3) Drug 2: CC(C)NC(=O)C1=CC=C(C=C1)CNNC.Cl. Synergy scores: CSS=1.49, Synergy_ZIP=1.30, Synergy_Bliss=0.494, Synergy_Loewe=0.294, Synergy_HSA=-1.30. Cell line: HS 578T. Drug 1: CC(C)(C#N)C1=CC(=CC(=C1)CN2C=NC=N2)C(C)(C)C#N. (4) Drug 1: C1=NC2=C(N1)C(=S)N=C(N2)N. Drug 2: CC1=C(N=C(N=C1N)C(CC(=O)N)NCC(C(=O)N)N)C(=O)NC(C(C2=CN=CN2)OC3C(C(C(C(O3)CO)O)O)OC4C(C(C(C(O4)CO)O)OC(=O)N)O)C(=O)NC(C)C(C(C)C(=O)NC(C(C)O)C(=O)NCCC5=NC(=CS5)C6=NC(=CS6)C(=O)NCCC[S+](C)C)O. Cell line: SR. Synergy scores: CSS=85.9, Synergy_ZIP=-0.412, Synergy_Bliss=-0.733, Synergy_Loewe=1.58, Synergy_HSA=3.18. (5) Drug 1: CCC1=C2CN3C(=CC4=C(C3=O)COC(=O)C4(CC)O)C2=NC5=C1C=C(C=C5)O. Drug 2: C1=NNC2=C1C(=O)NC=N2. Cell line: OVCAR-4. Synergy scores: CSS=17.3, Synergy_ZIP=-7.22, Synergy_Bliss=0.832, Synergy_Loewe=-7.97, Synergy_HSA=1.32. (6) Drug 1: CC12CCC(CC1=CCC3C2CCC4(C3CC=C4C5=CN=CC=C5)C)O. Drug 2: C1=NNC2=C1C(=O)NC=N2. Cell line: MOLT-4. Synergy scores: CSS=17.2, Synergy_ZIP=-5.82, Synergy_Bliss=5.76, Synergy_Loewe=2.04, Synergy_HSA=4.92. (7) Drug 1: C1=NC(=NC(=O)N1C2C(C(C(O2)CO)O)O)N. Drug 2: CC1=C(C(=CC=C1)Cl)NC(=O)C2=CN=C(S2)NC3=CC(=NC(=N3)C)N4CCN(CC4)CCO. Cell line: M14. Synergy scores: CSS=15.5, Synergy_ZIP=-5.02, Synergy_Bliss=-2.95, Synergy_Loewe=-3.60, Synergy_HSA=-1.84. (8) Drug 1: C1=NC(=NC(=O)N1C2C(C(C(O2)CO)O)O)N. Drug 2: C1C(C(OC1N2C=NC3=C2NC=NCC3O)CO)O. Cell line: HL-60(TB). Synergy scores: CSS=71.0, Synergy_ZIP=0.873, Synergy_Bliss=1.56, Synergy_Loewe=-6.95, Synergy_HSA=1.49.